From a dataset of Catalyst prediction with 721,799 reactions and 888 catalyst types from USPTO. Predict which catalyst facilitates the given reaction. (1) Reactant: [F:1][C:2]1[CH:3]=[CH:4][C:5]([N+:15]([O-])=O)=[C:6]([NH:8][C:9]2[CH:10]=[N:11][CH:12]=[CH:13][CH:14]=2)[CH:7]=1. Product: [F:1][C:2]1[CH:7]=[C:6]([NH:8][C:9]2[CH:10]=[N:11][CH:12]=[CH:13][CH:14]=2)[C:5]([NH2:15])=[CH:4][CH:3]=1. The catalyst class is: 50. (2) Reactant: [NH2:1][C:2]([NH2:4])=[O:3].N[C:6]1[CH:14]=[C:13]([C:15]([F:18])([F:17])[F:16])[CH:12]=[CH:11][C:7]=1[C:8](O)=[O:9]. Product: [F:16][C:15]([F:17])([F:18])[C:13]1[CH:14]=[C:6]2[C:7]([C:8](=[O:9])[NH:1][C:2](=[O:3])[NH:4]2)=[CH:11][CH:12]=1. The catalyst class is: 6. (3) Reactant: [N+](C1C=CC(S([O-])(=O)=O)=CC=1)([O-])=[O:2].[CH3:14][O:15][C:16]1[CH:25]=[C:24]2[C:19]([CH:20]=[CH:21][CH:22]=[C:23]2[CH2:26][CH2:27][N+:28]23CN4CN(CN(C4)C2)C3)=[CH:18][CH:17]=1.Cl. Product: [C:16](=[O:15])=[O:2].[CH3:14][O:15][C:16]1[CH:25]=[C:24]2[C:19]([CH:20]=[CH:21][CH:22]=[C:23]2[CH2:26][CH2:27][NH2:28])=[CH:18][CH:17]=1. The catalyst class is: 5. (4) Reactant: [OH:1][C:2]([CH3:35])([CH3:34])[CH2:3][C@@:4]1([C:28]2[CH:33]=[CH:32][CH:31]=[CH:30][CH:29]=2)[O:9][C:8](=[O:10])[N:7]([C@H:11]([C:13]2[CH:18]=[CH:17][C:16](B3OC(C)(C)C(C)(C)O3)=[CH:15][CH:14]=2)[CH3:12])[CH2:6][CH2:5]1.Br[C:37]1[CH:44]=[CH:43][C:40]([C:41]#[N:42])=[CH:39][N:38]=1.C([O-])([O-])=O.[Cs+].[Cs+]. Product: [OH:1][C:2]([CH3:34])([CH3:35])[CH2:3][C@@:4]1([C:28]2[CH:33]=[CH:32][CH:31]=[CH:30][CH:29]=2)[O:9][C:8](=[O:10])[N:7]([C@H:11]([C:13]2[CH:14]=[CH:15][C:16]([C:37]3[CH:44]=[CH:43][C:40]([C:41]#[N:42])=[CH:39][N:38]=3)=[CH:17][CH:18]=2)[CH3:12])[CH2:6][CH2:5]1. The catalyst class is: 184. (5) Reactant: [F:1][C:2]1[CH:3]=[C:4]2[C:8](=[CH:9][CH:10]=1)[NH:7][C:6](=[O:11])/[C:5]/2=[CH:12]\[C:13]1[NH:17][C:16]([CH3:18])=[C:15]([C:19]([OH:21])=O)[C:14]=1[CH3:22].Cl.C(N=C=NCCCN(C)C)C.OC1C2N=NNC=2C=CC=1.C(N(CC)CC)C.[NH2:52][C:53]1[CH:58]=[C:57]([C:59]([F:62])([F:61])[F:60])[CH:56]=[CH:55][C:54]=1[NH:63][C:64](=[O:75])[C:65]1[CH:70]=[CH:69][C:68]([NH:71][CH2:72][CH2:73][NH2:74])=[N:67][CH:66]=1. Product: [NH2:52][C:53]1[CH:58]=[C:57]([C:59]([F:62])([F:61])[F:60])[CH:56]=[CH:55][C:54]=1[NH:63][C:64](=[O:75])[C:65]1[CH:70]=[CH:69][C:68]([NH:71][CH2:72][CH2:73][NH:74][C:19]([C:15]2[C:14]([CH3:22])=[C:13](/[CH:12]=[C:5]3\[C:6](=[O:11])[NH:7][C:8]4[C:4]\3=[CH:3][C:2]([F:1])=[CH:10][CH:9]=4)[NH:17][C:16]=2[CH3:18])=[O:21])=[N:67][CH:66]=1. The catalyst class is: 650. (6) Reactant: [Br:1][C:2]1[C:3]([O:9][CH2:10][CH:11]2[CH2:16][CH2:15][CH2:14][CH2:13][CH2:12]2)=[CH:4][C:5](Cl)=[N:6][CH:7]=1.O1CCOCC1.O.[NH2:24][NH2:25]. Product: [Br:1][C:2]1[C:3]([O:9][CH2:10][CH:11]2[CH2:16][CH2:15][CH2:14][CH2:13][CH2:12]2)=[CH:4][C:5]([NH:24][NH2:25])=[N:6][CH:7]=1. The catalyst class is: 13. (7) Reactant: [Br:1][C:2]1[CH:7]=[CH:6][C:5]([SH:8])=[CH:4][CH:3]=1.C(=O)([O-])[O-].[K+].[K+].Cl[C:16]([CH2:18]Cl)=[CH2:17]. Product: [Br:1][C:2]1[CH:7]=[CH:6][C:5]2[S:8][C:16]([CH3:18])=[CH:17][C:4]=2[CH:3]=1. The catalyst class is: 21.